Task: Predict which catalyst facilitates the given reaction.. Dataset: Catalyst prediction with 721,799 reactions and 888 catalyst types from USPTO (1) Reactant: [O:1]1[C:5]2[CH:6]=[CH:7][C:8]([CH:10]([C:12]3[S:13][C:14](Br)=[CH:15][CH:16]=3)[OH:11])=[CH:9][C:4]=2[CH:3]=[CH:2]1.N.[CH3:19][N:20]1CCCC1=O. Product: [O:1]1[C:5]2[CH:6]=[CH:7][C:8]([CH:10]([OH:11])[C:12]3[S:13][C:14]([C:19]#[N:20])=[CH:15][CH:16]=3)=[CH:9][C:4]=2[CH:3]=[CH:2]1. The catalyst class is: 267. (2) Reactant: [CH2:1]([O:3][C:4]([CH:6]1[CH2:11][CH2:10][NH:9][CH2:8][CH:7]1[C:12]1[CH:17]=[CH:16][C:15]([F:18])=[C:14]([F:19])[CH:13]=1)=[O:5])[CH3:2].[C:20]([O:24][C:25](O[C:25]([O:24][C:20]([CH3:23])([CH3:22])[CH3:21])=[O:26])=[O:26])([CH3:23])([CH3:22])[CH3:21]. Product: [CH2:1]([O:3][C:4]([CH:6]1[CH2:11][CH2:10][N:9]([C:25]([O:24][C:20]([CH3:23])([CH3:22])[CH3:21])=[O:26])[CH2:8][CH:7]1[C:12]1[CH:17]=[CH:16][C:15]([F:18])=[C:14]([F:19])[CH:13]=1)=[O:5])[CH3:2]. The catalyst class is: 251. (3) Reactant: Br.[CH2:2]([O:4][C:5]([C:7]1[C:11]([CH3:12])=[C:10]([C:13]2[CH:18]=[CH:17][CH:16]=[C:15]([NH2:19])[C:14]=2[OH:20])[N:9]([CH3:21])[C:8]=1[CH3:22])=[O:6])[CH3:3].[N:23]([O-])=O.[Na+].[CH3:27][C:28]1[CH2:29][C:30](=[O:43])[N:31]([C:33]2[CH:42]=[CH:41][C:40]3[CH2:39][CH2:38][CH2:37][CH2:36][C:35]=3[CH:34]=2)[N:32]=1.C(=O)(O)[O-].[Na+]. Product: [CH2:2]([O:4][C:5]([C:7]1[C:11]([CH3:12])=[C:10]([C:13]2[CH:18]=[CH:17][CH:16]=[C:15]([NH:19][N:23]=[C:29]3[C:30](=[O:43])[N:31]([C:33]4[CH:42]=[CH:41][C:40]5[CH2:39][CH2:38][CH2:37][CH2:36][C:35]=5[CH:34]=4)[N:32]=[C:28]3[CH3:27])[C:14]=2[OH:20])[N:9]([CH3:21])[C:8]=1[CH3:22])=[O:6])[CH3:3]. The catalyst class is: 502. (4) Reactant: C[O:2][C:3](=O)[C@@H:4]([N:18]1[CH2:23][CH2:22][N:21]([C:24](=[O:37])[NH:25][C:26]2[CH:31]=[CH:30][C:29]([C:32]([F:35])([F:34])[F:33])=[C:28]([Cl:36])[CH:27]=2)[C@@H:20]([CH3:38])[C:19]1=[O:39])[CH2:5][CH2:6][C:7]([N:9]1[CH2:16][CH2:15][C:12]2([CH2:14][CH2:13]2)[C@H:11]([OH:17])[CH2:10]1)=[O:8].[Li+].[BH4-].CO.CC(C)=O. Product: [Cl:36][C:28]1[CH:27]=[C:26]([NH:25][C:24]([N:21]2[CH2:22][CH2:23][N:18]([C@H:4]([CH2:3][OH:2])[CH2:5][CH2:6][C:7]([N:9]3[CH2:16][CH2:15][C:12]4([CH2:13][CH2:14]4)[C@H:11]([OH:17])[CH2:10]3)=[O:8])[C:19](=[O:39])[C@@H:20]2[CH3:38])=[O:37])[CH:31]=[CH:30][C:29]=1[C:32]([F:33])([F:34])[F:35]. The catalyst class is: 1. (5) Reactant: [C:1]([C:3]([C:6]1[CH:7]=[C:8]([NH:35]C(=O)OC(C)(C)C)[CH:9]=[C:10]([C:12]([NH:14][C:15]2[CH:20]=[CH:19][C:18]([CH3:21])=[C:17]([NH:22][C:23]([C:25]3[CH:26]=[C:27]4[C:32](=[CH:33][CH:34]=3)[N:31]=[CH:30][CH:29]=[N:28]4)=[O:24])[CH:16]=2)=[O:13])[CH:11]=1)([CH3:5])[CH3:4])#[N:2]. Product: [NH2:35][C:8]1[CH:9]=[C:10]([CH:11]=[C:6]([C:3]([C:1]#[N:2])([CH3:5])[CH3:4])[CH:7]=1)[C:12]([NH:14][C:15]1[CH:20]=[CH:19][C:18]([CH3:21])=[C:17]([NH:22][C:23]([C:25]2[CH:26]=[C:27]3[C:32](=[CH:33][CH:34]=2)[N:31]=[CH:30][CH:29]=[N:28]3)=[O:24])[CH:16]=1)=[O:13]. The catalyst class is: 89. (6) Reactant: [N:1]1[CH:6]=[CH:5][CH:4]=[C:3]([C@@H:7]2[NH:11][CH:10]([C:12]([OH:14])=[O:13])[CH2:9][S:8]2)[CH:2]=1.[C:15](O[C:23]([O:25][C:26]([CH3:29])([CH3:28])[CH3:27])=[O:24])([O:17][C:18]([CH3:21])([CH3:20])[CH3:19])=[O:16]. Product: [C:18]([O:17][C:15]([N:11]1[C@H:10]([C:12]([OH:14])=[O:13])[CH2:9][S:8][C@@H:7]1[C:3]1[CH:2]=[N:1][CH:6]=[CH:5][CH:4]=1)=[O:16])([CH3:21])([CH3:20])[CH3:19].[C:26]([O:25][C:23]([N:11]1[C@H:10]([C:12]([OH:14])=[O:13])[CH2:9][S:8][C@H:7]1[C:3]1[CH:2]=[N:1][CH:6]=[CH:5][CH:4]=1)=[O:24])([CH3:27])([CH3:28])[CH3:29]. The catalyst class is: 4.